From a dataset of Reaction yield outcomes from USPTO patents with 853,638 reactions. Predict the reaction yield, written as a fraction of the theoretical maximum amount of product (1.0 means a 100% yield; for example, 0.34 means a 34% yield). (1) The reactants are C[O:2][C:3]1[CH:8]=[CH:7][C:6]([C:9]([C:11]2[CH:16]=[CH:15][C:14]([CH2:17][CH2:18][C:19]([O:21][CH3:22])=[O:20])=[CH:13][CH:12]=2)=[O:10])=[CH:5][CH:4]=1.[Al+3].[Cl-].[Cl-].[Cl-].O. The catalyst is C1C=CC=CC=1. The product is [OH:2][C:3]1[CH:4]=[CH:5][C:6]([C:9]([C:11]2[CH:16]=[CH:15][C:14]([CH2:17][CH2:18][C:19]([O:21][CH3:22])=[O:20])=[CH:13][CH:12]=2)=[O:10])=[CH:7][CH:8]=1. The yield is 0.960. (2) The reactants are [CH2:1]([P:12](=[O:21])([O:17][CH2:18][CH:19]=[CH2:20])[O:13][CH2:14][CH:15]=[CH2:16])[P:2](=[O:11])([O:7][CH2:8][CH:9]=[CH2:10])[O:3][CH2:4][CH:5]=[CH2:6].[H-].[Na+].C(Cl)Cl.C[N:28](C=O)C. The catalyst is C1COCC1. The product is [NH2:28][CH:1]([P:2](=[O:11])([O:7][CH2:8][CH:9]=[CH2:10])[O:3][CH2:4][CH:5]=[CH2:6])[P:12](=[O:21])([O:13][CH2:14][CH:15]=[CH2:16])[O:17][CH2:18][CH:19]=[CH2:20]. The yield is 0.590. (3) The reactants are [Cl:1][C:2]1[CH:7]=[C:6]([C:8]2[CH2:12][CH2:11][C:10](=[O:13])[CH:9]=2)[N:5]=[C:4]2[CH2:14][CH2:15][CH2:16][C:3]=12. The catalyst is C1COCC1. The product is [Cl:1][C:2]1[CH:7]=[C:6]([C:8]2[CH2:12][CH2:11][CH:10]([OH:13])[CH:9]=2)[N:5]=[C:4]2[CH2:14][CH2:15][CH2:16][C:3]=12. The yield is 0.280. (4) The reactants are [N:1]([CH2:4][CH2:5][C:6]1[N:7]=[C:8]([C:12]2[CH:17]=[CH:16][C:15]([C:18]([F:21])([F:20])[F:19])=[CH:14][CH:13]=2)[S:9][C:10]=1[CH3:11])=[N+]=[N-]. The catalyst is CO.[Pd]. The product is [CH3:11][C:10]1[S:9][C:8]([C:12]2[CH:13]=[CH:14][C:15]([C:18]([F:21])([F:20])[F:19])=[CH:16][CH:17]=2)=[N:7][C:6]=1[CH2:5][CH2:4][NH2:1]. The yield is 0.940.